From a dataset of NCI-60 drug combinations with 297,098 pairs across 59 cell lines. Regression. Given two drug SMILES strings and cell line genomic features, predict the synergy score measuring deviation from expected non-interaction effect. (1) Drug 1: CC1OCC2C(O1)C(C(C(O2)OC3C4COC(=O)C4C(C5=CC6=C(C=C35)OCO6)C7=CC(=C(C(=C7)OC)O)OC)O)O. Drug 2: CC(C)NC(=O)C1=CC=C(C=C1)CNNC.Cl. Cell line: MDA-MB-435. Synergy scores: CSS=2.16, Synergy_ZIP=-2.88, Synergy_Bliss=-3.41, Synergy_Loewe=-12.0, Synergy_HSA=-7.11. (2) Drug 1: C1=CC(=CC=C1C#N)C(C2=CC=C(C=C2)C#N)N3C=NC=N3. Drug 2: CC(C)CN1C=NC2=C1C3=CC=CC=C3N=C2N. Cell line: DU-145. Synergy scores: CSS=-3.02, Synergy_ZIP=1.64, Synergy_Bliss=2.86, Synergy_Loewe=-0.468, Synergy_HSA=0.169. (3) Drug 1: CCN(CC)CCNC(=O)C1=C(NC(=C1C)C=C2C3=C(C=CC(=C3)F)NC2=O)C. Drug 2: CS(=O)(=O)OCCCCOS(=O)(=O)C. Cell line: EKVX. Synergy scores: CSS=-0.501, Synergy_ZIP=1.23, Synergy_Bliss=1.43, Synergy_Loewe=-1.15, Synergy_HSA=-1.12. (4) Drug 1: CC1=C(C=C(C=C1)NC(=O)C2=CC=C(C=C2)CN3CCN(CC3)C)NC4=NC=CC(=N4)C5=CN=CC=C5. Drug 2: CC1CCC2CC(C(=CC=CC=CC(CC(C(=O)C(C(C(=CC(C(=O)CC(OC(=O)C3CCCCN3C(=O)C(=O)C1(O2)O)C(C)CC4CCC(C(C4)OC)O)C)C)O)OC)C)C)C)OC. Cell line: OVCAR-5. Synergy scores: CSS=19.7, Synergy_ZIP=-5.40, Synergy_Bliss=0.851, Synergy_Loewe=-9.58, Synergy_HSA=-0.0357. (5) Drug 1: CNC(=O)C1=CC=CC=C1SC2=CC3=C(C=C2)C(=NN3)C=CC4=CC=CC=N4. Drug 2: C1CN(CCN1C(=O)CCBr)C(=O)CCBr. Cell line: M14. Synergy scores: CSS=5.08, Synergy_ZIP=0.651, Synergy_Bliss=6.55, Synergy_Loewe=1.42, Synergy_HSA=1.82.